From a dataset of Forward reaction prediction with 1.9M reactions from USPTO patents (1976-2016). Predict the product of the given reaction. (1) Given the reactants [Br:1][C:2]1[C:3]([O:10][CH3:11])=[N:4][CH:5]=[C:6]([CH2:8][Br:9])[CH:7]=1.[Br:12]N1C(=O)CCC1=O.N(C(C)(C)C#N)=NC(C)(C)C#N, predict the reaction product. The product is: [Br:1][C:2]1[C:3]([O:10][CH3:11])=[N:4][CH:5]=[C:6]([CH:8]([Br:12])[Br:9])[CH:7]=1. (2) Given the reactants [F:1][C:2]1[C:7]([O:8][CH3:9])=[CH:6][C:5]([C:10]2[O:11][CH:12]=[CH:13][CH:14]=2)=[CH:4][C:3]=1[O:15][CH3:16].CON(C)[C:20](=[O:36])[CH:21]([O:34][CH3:35])[C:22]1[CH:27]=[CH:26][C:25]([C:28]2[O:29][C:30]([CH3:33])=[N:31][N:32]=2)=[CH:24][CH:23]=1, predict the reaction product. The product is: [F:1][C:2]1[C:7]([O:8][CH3:9])=[CH:6][C:5]([C:10]2[O:11][C:12]([C:20](=[O:36])[CH:21]([O:34][CH3:35])[C:22]3[CH:23]=[CH:24][C:25]([C:28]4[O:29][C:30]([CH3:33])=[N:31][N:32]=4)=[CH:26][CH:27]=3)=[CH:13][CH:14]=2)=[CH:4][C:3]=1[O:15][CH3:16]. (3) Given the reactants [F:1][C:2]1[CH:7]=[C:6]([F:8])[CH:5]=[CH:4][C:3]=1[N:9]1[C:18]2[N:17]=[C:16]3[C:19]([F:25])=[C:20](F)[C:21]([F:23])=[CH:22][C:15]3=[CH:14][C:13]=2[C:12](=[O:26])[C:11]([C:27]([O:29][CH2:30][CH3:31])=[O:28])=[CH:10]1.[F:32][C:33]1[CH:38]=[CH:37][C:36]([N:39]2[CH2:44][CH2:43][NH:42][CH2:41][CH2:40]2)=[CH:35][CH:34]=1.O, predict the reaction product. The product is: [F:23][C:21]1[C:20]([N:42]2[CH2:41][CH2:40][N:39]([C:36]3[CH:35]=[CH:34][C:33]([F:32])=[CH:38][CH:37]=3)[CH2:44][CH2:43]2)=[C:19]([F:25])[C:16]2=[N:17][C:18]3[N:9]([C:3]4[CH:4]=[CH:5][C:6]([F:8])=[CH:7][C:2]=4[F:1])[CH:10]=[C:11]([C:27]([O:29][CH2:30][CH3:31])=[O:28])[C:12](=[O:26])[C:13]=3[CH:14]=[C:15]2[CH:22]=1. (4) Given the reactants [CH3:1][NH:2][C:3]1([C:6]([OH:8])=O)[CH2:5][CH2:4]1.CN(C(ON1N=NC2C=CC=NC1=2)=[N+](C)C)C.F[P-](F)(F)(F)(F)F.C(N(CC)C(C)C)(C)C.[CH3:42][O:43][C:44]1[CH:45]=[C:46]([CH:48]=[CH:49][C:50]=1[C:51]1[O:55][CH:54]=[N:53][CH:52]=1)[NH2:47], predict the reaction product. The product is: [CH3:42][O:43][C:44]1[CH:45]=[C:46]([NH:47][C:6]([C:3]2([NH:2][CH3:1])[CH2:5][CH2:4]2)=[O:8])[CH:48]=[CH:49][C:50]=1[C:51]1[O:55][CH:54]=[N:53][CH:52]=1. (5) Given the reactants [C:1]([C:4]1[CH:5]=[CH:6][C:7]([N:24]2[CH2:28][CH2:27][CH:26]([C:29](O)=[O:30])[CH2:25]2)=[N:8][C:9]=1[O:10][C:11]1[CH:16]=[CH:15][C:14]([O:17][C:18]2[CH:23]=[CH:22][CH:21]=[CH:20][CH:19]=2)=[CH:13][CH:12]=1)(=[O:3])[NH2:2].CN([C:35](=[N+](C)C)[O:36][N:37]1[C:41]2=NC=CC=C2N=N1)C.CCN1C2C(S/C/1=C\C#C/C(/C)=C\C1SC3C(=CC=CC=3)[N+]=1CC)=CC=CC=2.F[P-](F)(F)(F)(F)F.C(N(C(C)C)C(C)C)C.Cl.CONC, predict the reaction product. The product is: [CH3:35][O:36][N:37]([CH3:41])[C:29]([CH:26]1[CH2:27][CH2:28][N:24]([C:7]2[CH:6]=[CH:5][C:4]([C:1]([NH2:2])=[O:3])=[C:9]([O:10][C:11]3[CH:16]=[CH:15][C:14]([O:17][C:18]4[CH:19]=[CH:20][CH:21]=[CH:22][CH:23]=4)=[CH:13][CH:12]=3)[N:8]=2)[CH2:25]1)=[O:30]. (6) Given the reactants [Cl-].[Al+3].[Cl-].[Cl-].[H-].[Al+3].[Li+].[H-].[H-].[H-].[Br:11][C:12]1[CH:21]=[C:20]2[C:15]([C:16](=O)[CH:17]=[C:18]([C:22]3[CH:27]=[CH:26][CH:25]=[CH:24][CH:23]=3)[O:19]2)=[CH:14][CH:13]=1.C(OCC)(=O)C, predict the reaction product. The product is: [Br:11][C:12]1[CH:21]=[C:20]2[C:15]([CH2:16][CH:17]=[C:18]([C:22]3[CH:23]=[CH:24][CH:25]=[CH:26][CH:27]=3)[O:19]2)=[CH:14][CH:13]=1. (7) Given the reactants Br[C:2]1[N:3]=[C:4]2[C:10]([C:11](=[O:16])[C:12]([CH3:15])([CH3:14])[CH3:13])=[CH:9][N:8]([CH2:17][O:18][CH2:19][CH2:20][Si:21]([CH3:24])([CH3:23])[CH3:22])[C:5]2=[N:6][CH:7]=1.[C:25]1([OH:31])[CH:30]=[CH:29][CH:28]=[CH:27][CH:26]=1.P([O-])([O-])([O-])=O.[K+].[K+].[K+].C(P(C(C)(C)C)C1C=CC=CC=1C1C=CC=CC=1N(C)C)(C)(C)C, predict the reaction product. The product is: [CH3:13][C:12]([CH3:15])([CH3:14])[C:11]([C:10]1[C:4]2[C:5](=[N:6][CH:7]=[C:2]([O:31][C:25]3[CH:30]=[CH:29][CH:28]=[CH:27][CH:26]=3)[N:3]=2)[N:8]([CH2:17][O:18][CH2:19][CH2:20][Si:21]([CH3:24])([CH3:23])[CH3:22])[CH:9]=1)=[O:16]. (8) Given the reactants [Br:1][C:2]1[C:3]([C:8]([OH:10])=O)=[N:4][CH:5]=[CH:6][CH:7]=1.[CH2:11]([NH:18][CH2:19][CH:20]=[CH2:21])[C:12]1[CH:17]=[CH:16][CH:15]=[CH:14][CH:13]=1.CN(C(ON1N=NC2C=CC=NC1=2)=[N+](C)C)C.F[P-](F)(F)(F)(F)F.C(N(C(C)C)CC)(C)C, predict the reaction product. The product is: [CH2:19]([N:18]([CH2:11][C:12]1[CH:17]=[CH:16][CH:15]=[CH:14][CH:13]=1)[C:8](=[O:10])[C:3]1[C:2]([Br:1])=[CH:7][CH:6]=[CH:5][N:4]=1)[CH:20]=[CH2:21]. (9) Given the reactants [O:1]=[C:2]1[N:8]([C:9]2[CH:14]=[CH:13][CH:12]=[CH:11][N:10]=2)[C:7]2[CH:15]=[CH:16][CH:17]=[CH:18][C:6]=2[C:5]([C:19]2[CH:24]=[CH:23][CH:22]=[CH:21][CH:20]=2)=[N:4][CH:3]1[NH:25]C(=O)OCC1C=CC=CC=1.[Cl:36]C1C=CC(I)=NC=1, predict the reaction product. The product is: [NH2:25][CH:3]1[C:2](=[O:1])[N:8]([C:9]2[CH:14]=[CH:13][C:12]([Cl:36])=[CH:11][N:10]=2)[C:7]2[CH:15]=[CH:16][CH:17]=[CH:18][C:6]=2[C:5]([C:19]2[CH:24]=[CH:23][CH:22]=[CH:21][CH:20]=2)=[N:4]1.